This data is from Full USPTO retrosynthesis dataset with 1.9M reactions from patents (1976-2016). The task is: Predict the reactants needed to synthesize the given product. Given the product [Cl:4][C:5]1[C:10]([Cl:11])=[CH:9][CH:8]=[CH:7][C:6]=1[S:12]([NH:15][C:16]1[C:25]([O:2][CH3:1])=[N:24][C:23]2[C:18](=[CH:19][C:20]([Cl:28])=[C:21]([Cl:27])[CH:22]=2)[N:17]=1)(=[O:14])=[O:13], predict the reactants needed to synthesize it. The reactants are: [CH3:1][O-:2].[Na+].[Cl:4][C:5]1[C:10]([Cl:11])=[CH:9][CH:8]=[CH:7][C:6]=1[S:12]([NH:15][C:16]1[C:25](Cl)=[N:24][C:23]2[C:18](=[CH:19][C:20]([Cl:28])=[C:21]([Cl:27])[CH:22]=2)[N:17]=1)(=[O:14])=[O:13].